This data is from Peptide-MHC class I binding affinity with 185,985 pairs from IEDB/IMGT. The task is: Regression. Given a peptide amino acid sequence and an MHC pseudo amino acid sequence, predict their binding affinity value. This is MHC class I binding data. (1) The peptide sequence is LLFNILGGWV. The MHC is HLA-A02:03 with pseudo-sequence HLA-A02:03. The binding affinity (normalized) is 0.951. (2) The peptide sequence is KFNPMKTYI. The MHC is Patr-B1301 with pseudo-sequence Patr-B1301. The binding affinity (normalized) is 0.632. (3) The peptide sequence is GEGHGAGGW. The MHC is Mamu-A11 with pseudo-sequence Mamu-A11. The binding affinity (normalized) is 0.0230. (4) The peptide sequence is FIRYRMHPM. The MHC is HLA-A30:01 with pseudo-sequence HLA-A30:01. The binding affinity (normalized) is 0.266. (5) The peptide sequence is STQSVLCVK. The MHC is HLA-A03:01 with pseudo-sequence HLA-A03:01. The binding affinity (normalized) is 0.538.